This data is from hERG Central: cardiac toxicity at 1µM, 10µM, and general inhibition. The task is: Predict hERG channel inhibition at various concentrations. (1) The compound is O=C(Cc1n[nH]c(=O)c2ccccc12)Nc1cccc(S(=O)(=O)N2CCCCCC2)c1. Results: hERG_inhib (hERG inhibition (general)): blocker. (2) Results: hERG_inhib (hERG inhibition (general)): blocker. The molecule is COc1ccc(CCNCc2ccc(OCc3ccc(Cl)nc3)c(OC)c2)cc1OC.Cl. (3) Results: hERG_inhib (hERG inhibition (general)): blocker. The drug is COC(=O)c1ccccc1S(=O)(=O)N1CCC(C(=O)OC(C)C(=O)Nc2ccccc2OC)CC1. (4) The drug is Cc1ccc(C)n1-c1ccc(C(=O)NC2CCN(Cc3ccccc3)CC2)cc1. Results: hERG_inhib (hERG inhibition (general)): blocker. (5) The drug is CC(C)C[C@H]1CN=C(Nc2ccccc2)N1CC1CCC(C)CC1. Results: hERG_inhib (hERG inhibition (general)): blocker. (6) The compound is COc1ccc(C(CNC(=O)COc2ccc([N+](=O)[O-])cc2)N2CCCCC2)cc1. Results: hERG_inhib (hERG inhibition (general)): blocker. (7) The compound is CCOC(=O)N1CCN(C(=O)C2CCN(c3ncnc4c3sc3cccc(F)c34)CC2)CC1. Results: hERG_inhib (hERG inhibition (general)): blocker. (8) The drug is CCOc1ccc(NC(=S)NC(C)C(c2ccccc2)N2CCN(C)CC2)cc1. Results: hERG_inhib (hERG inhibition (general)): blocker.